From a dataset of Reaction yield outcomes from USPTO patents with 853,638 reactions. Predict the reaction yield, written as a fraction of the theoretical maximum amount of product (1.0 means a 100% yield; for example, 0.34 means a 34% yield). (1) The reactants are CN(C(ON1N=[N:16][C:11]2[CH:12]=[CH:13][CH:14]=[N:15]C1=2)=[N+](C)C)C.F[P-](F)(F)(F)(F)F.[F:25][C:26]1[CH:31]=[CH:30][C:29]([NH:32][C:33]2[C:34]3[C:41]([CH3:42])=[C:40]([C:43](OC)=[O:44])[S:39][C:35]=3[N:36]=[CH:37][N:38]=2)=[C:28]([O:47][CH:48]2[CH2:53][CH2:52][O:51][CH2:50][CH2:49]2)[CH:27]=1.CCN(C(C)C)C(C)C.NCCCCNC(=O)OC(C)(C)C.FC(F)(F)C(O)=O. The catalyst is CN(C=O)C.C(Cl)Cl. The product is [NH2:15][CH2:14][CH2:13][CH2:12][CH2:11][NH:16][C:43]([C:40]1[S:39][C:35]2[N:36]=[CH:37][N:38]=[C:33]([NH:32][C:29]3[CH:30]=[CH:31][C:26]([F:25])=[CH:27][C:28]=3[O:47][CH:48]3[CH2:49][CH2:50][O:51][CH2:52][CH2:53]3)[C:34]=2[C:41]=1[CH3:42])=[O:44]. The yield is 0.290. (2) The reactants are [I:1][C:2]1[CH:10]=[CH:9][C:5]([C:6]([OH:8])=[O:7])=[C:4]([Br:11])[CH:3]=1.S(=O)(=O)(O)O.[CH2:17](O)[CH3:18]. No catalyst specified. The product is [Br:11][C:4]1[CH:3]=[C:2]([I:1])[CH:10]=[CH:9][C:5]=1[C:6]([O:8][CH2:17][CH3:18])=[O:7]. The yield is 0.920. (3) The reactants are [CH2:1]([NH:3][C:4]([NH:6][C:7]1[N:15]=[CH:14][N:13]=[C:12]2[C:8]=1[N:9]=[CH:10][N:11]2[CH:16]1[CH:23]2[CH:19]([O:20][CH:21]([CH:24]=[CH:25][C:26]3[CH:31]=[CH:30][CH:29]=[CH:28][CH:27]=3)[O:22]2)[CH:18]([CH2:32]O)[O:17]1)=[O:5])[CH3:2].CC(OI1(OC(C)=O)(OC(C)=O)OC(=O)C2C=CC=CC1=2)=O.[CH3:56][O:57][C:58]([CH:60]=P(C1C=CC=CC=1)(C1C=CC=CC=1)C1C=CC=CC=1)=[O:59]. The catalyst is C(#N)C.C(OCC)(=O)C. The product is [CH3:56][O:57][C:58](=[O:59])[CH:60]=[CH:32][CH:18]1[CH:19]2[CH:23]([O:22][CH:21]([CH:24]=[CH:25][C:26]3[CH:27]=[CH:28][CH:29]=[CH:30][CH:31]=3)[O:20]2)[CH:16]([N:11]2[CH:10]=[N:9][C:8]3[C:12]2=[N:13][CH:14]=[N:15][C:7]=3[NH:6][C:4]([NH:3][CH2:1][CH3:2])=[O:5])[O:17]1. The yield is 0.710. (4) The reactants are [NH2:1][C:2]1[S:6][CH:5]=[C:4]([C:7]2[S:8][CH:9]=[CH:10][CH:11]=2)[C:3]=1[C:12]([O:14]CC)=O.[C:17]([C:19]([O:21][CH2:22][CH3:23])=[O:20])#[N:18]. The catalyst is Cl.C(O)(=O)C. The product is [O:14]=[C:12]1[NH:18][C:17]([C:19]([O:21][CH2:22][CH3:23])=[O:20])=[N:1][C:2]2[S:6][CH:5]=[C:4]([C:7]3[S:8][CH:9]=[CH:10][CH:11]=3)[C:3]1=2. The yield is 0.880. (5) The reactants are Br[C:2]1[CH:3]=[C:4]([N:22]([CH2:29][CH3:30])[CH:23]2[CH2:28][CH2:27][O:26][CH2:25][CH2:24]2)[C:5]([CH3:21])=[C:6]([CH:20]=1)[C:7]([NH:9][CH2:10][C:11]1[C:12](=[O:19])[NH:13][C:14]([CH3:18])=[CH:15][C:16]=1[CH3:17])=[O:8].[F:31][C:32]1[CH:37]=[C:36]([CH:38]=[O:39])[CH:35]=[CH:34][C:33]=1B(O)O.C([O-])([O-])=O.[Na+].[Na+]. The catalyst is O1CCOCC1.O.C1C=CC([P]([Pd]([P](C2C=CC=CC=2)(C2C=CC=CC=2)C2C=CC=CC=2)([P](C2C=CC=CC=2)(C2C=CC=CC=2)C2C=CC=CC=2)[P](C2C=CC=CC=2)(C2C=CC=CC=2)C2C=CC=CC=2)(C2C=CC=CC=2)C2C=CC=CC=2)=CC=1. The product is [CH3:17][C:16]1[CH:15]=[C:14]([CH3:18])[NH:13][C:12](=[O:19])[C:11]=1[CH2:10][NH:9][C:7]([C:6]1[CH:20]=[C:2]([C:33]2[CH:34]=[CH:35][C:36]([CH:38]=[O:39])=[CH:37][C:32]=2[F:31])[CH:3]=[C:4]([N:22]([CH2:29][CH3:30])[CH:23]2[CH2:28][CH2:27][O:26][CH2:25][CH2:24]2)[C:5]=1[CH3:21])=[O:8]. The yield is 0.910. (6) The reactants are [NH2:1][C:2]1[N:7]=[C:6]([NH2:8])[C:5]([O:9][C:10]2[C:15]([CH:16]([CH3:18])[CH3:17])=[CH:14][C:13]([OH:19])=[C:12]([I:20])[CH:11]=2)=[CH:4][N:3]=1.[CH2:21](Br)[CH3:22]. The catalyst is CN(C=O)C. The product is [CH2:21]([O:19][C:13]1[C:12]([I:20])=[CH:11][C:10]([O:9][C:5]2[C:6]([NH2:8])=[N:7][C:2]([NH2:1])=[N:3][CH:4]=2)=[C:15]([CH:16]([CH3:18])[CH3:17])[CH:14]=1)[CH3:22]. The yield is 0.280. (7) The reactants are [F:1][C:2]1[CH:3]=[C:4]([C:8]2[CH:16]=[CH:15][CH:14]=[C:13]3[C:9]=2[CH:10]=[CH:11][NH:12]3)[CH:5]=[CH:6][CH:7]=1.[Br-].[Br-].[Br-].[NH+]1C=CC=CC=1.[NH+]1C=CC=CC=1.[NH+]1C=CC=CC=1.C(O)(=[O:40])C. The catalyst is C(O)(C)(C)C.C(O)C.C(O)(=O)C.[Zn]. The product is [F:1][C:2]1[CH:3]=[C:4]([C:8]2[CH:16]=[CH:15][CH:14]=[C:13]3[C:9]=2[CH2:10][C:11](=[O:40])[NH:12]3)[CH:5]=[CH:6][CH:7]=1. The yield is 0.890.